This data is from Forward reaction prediction with 1.9M reactions from USPTO patents (1976-2016). The task is: Predict the product of the given reaction. (1) Given the reactants [CH3:1][C:2]1[C:8]([C:9]([O:11][CH3:12])=[O:10])=[C:7]([CH3:13])OC(=O)[CH:3]=1.[CH2:14]([OH:17])[C:15]#[CH:16], predict the reaction product. The product is: [OH:17][CH2:14][C:15]1[CH:1]=[C:2]([CH3:3])[C:8]([C:9]([O:11][CH3:12])=[O:10])=[C:7]([CH3:13])[CH:16]=1. (2) Given the reactants Br[C:2]1[C:11]([CH:12]([O:17][C:18]([CH3:21])([CH3:20])[CH3:19])[C:13]([O:15][CH3:16])=[O:14])=[CH:10][CH:9]=[CH:8][C:3]=1[C:4]([O:6][CH3:7])=[O:5].C(=O)([O-])[O-].[Na+].[Na+].CC1(C)C(C)(C)OB([C:36]2[CH:37]=[C:38]3[C:43](=[CH:44][CH:45]=2)[O:42][CH2:41][CH2:40][CH2:39]3)O1, predict the reaction product. The product is: [C:18]([O:17][CH:12]([C:11]1[C:2]([C:36]2[CH:45]=[CH:44][C:43]3[O:42][CH2:41][CH2:40][CH2:39][C:38]=3[CH:37]=2)=[C:3]([CH:8]=[CH:9][CH:10]=1)[C:4]([O:6][CH3:7])=[O:5])[C:13]([O:15][CH3:16])=[O:14])([CH3:21])([CH3:20])[CH3:19]. (3) Given the reactants [CH3:1][CH:2]([CH3:26])[CH2:3][N:4]1[C:16]2[C:15]3[CH:14]=[CH:13][C:12]([O:17][CH:18]4[CH2:22][CH2:21][O:20][CH2:19]4)=[CH:11][C:10]=3[N:9]=[CH:8][C:7]=2[N:6]=[C:5]1[CH2:23][CH2:24][CH3:25].C1C=C(Cl)C=C(C(OO)=[O:35])C=1, predict the reaction product. The product is: [CH3:1][CH:2]([CH3:26])[CH2:3][N:4]1[C:16]2[C:15]3[CH:14]=[CH:13][C:12]([O:17][CH:18]4[CH2:22][CH2:21][O:20][CH2:19]4)=[CH:11][C:10]=3[N+:9]([O-:35])=[CH:8][C:7]=2[N:6]=[C:5]1[CH2:23][CH2:24][CH3:25]. (4) Given the reactants [Br:1][C:2]1[CH:7]=[CH:6][C:5]([OH:8])=[C:4]([F:9])[CH:3]=1.Cl.Cl[CH2:12][CH2:13][N:14]1[CH2:19][CH2:18][O:17][CH2:16][CH2:15]1.C(=O)([O-])[O-].[K+].[K+].[I-].[K+], predict the reaction product. The product is: [Br:1][C:2]1[CH:7]=[CH:6][C:5]([O:8][CH2:12][CH2:13][N:14]2[CH2:19][CH2:18][O:17][CH2:16][CH2:15]2)=[C:4]([F:9])[CH:3]=1. (5) Given the reactants C1(C)C=CC(S(Cl)(=O)=O)=CC=1.[Cl:12][C:13](=CCl)C#N.[N:18]1[CH:23]=[CH:22][CH:21]=[C:20]([C:24]([N:26]2[CH2:31][CH2:30][CH2:29][CH2:28][CH:27]2[C:32]([O-])=O)=O)[CH:19]=1.[Na+].[CH2:36]([N:38](CC)CC)C, predict the reaction product. The product is: [Cl:12][C:13]1[C:32]([C:36]#[N:38])=[C:27]2[N:26]([C:24]=1[C:20]1[CH:19]=[N:18][CH:23]=[CH:22][CH:21]=1)[CH2:31][CH2:30][CH2:29][CH2:28]2. (6) Given the reactants [F:1][C:2]1[CH:7]=[C:6]([F:8])[CH:5]=[C:4]([F:9])[N:3]=1.C(NC(C)C)(C)C.[Li].[Cl:18][C:19]1[CH:26]=[CH:25][CH:24]=[CH:23][C:20]=1[CH:21]=[O:22], predict the reaction product. The product is: [Cl:18][C:19]1[CH:26]=[CH:25][CH:24]=[CH:23][C:20]=1[CH:21]([C:7]1[C:2]([F:1])=[N:3][C:4]([F:9])=[CH:5][C:6]=1[F:8])[OH:22]. (7) Given the reactants C(=O)([O-])[O-].[Na+].[Na+].CC1(C)C(C)(C)OB([C:15]2[CH:21]=[CH:20][C:18]([NH2:19])=[CH:17][CH:16]=2)O1.[C:23]1([S:29]([C:32]([C:35]2[CH:40]=[C:39]([N:41]3[CH2:46][CH2:45][O:44][CH2:43][C@@H:42]3[CH3:47])[N:38]=[C:37](Cl)[N:36]=2)([CH3:34])[CH3:33])(=[O:31])=[O:30])[CH:28]=[CH:27][CH:26]=[CH:25][CH:24]=1.C(O)C, predict the reaction product. The product is: [C:23]1([S:29]([C:32]([C:35]2[CH:40]=[C:39]([N:41]3[CH2:46][CH2:45][O:44][CH2:43][C@@H:42]3[CH3:47])[N:38]=[C:37]([C:15]3[CH:16]=[CH:17][C:18]([NH2:19])=[CH:20][CH:21]=3)[N:36]=2)([CH3:34])[CH3:33])(=[O:31])=[O:30])[CH:28]=[CH:27][CH:26]=[CH:25][CH:24]=1. (8) The product is: [Cl:19][C:16]1[CH:17]=[CH:18][C:11]([C:6]2[C:5]3[N:4]([N:3]=[C:2]([NH:1][C:22]4[CH:27]=[CH:26][C:25]([N:28]5[CH:32]=[C:31]([CH3:33])[N:30]=[CH:29]5)=[C:24]([O:34][CH3:35])[CH:23]=4)[N:20]=3)[CH:9]=[C:8]([CH3:10])[CH:7]=2)=[C:12]([CH:15]=1)[CH:13]=[O:14]. Given the reactants [NH2:1][C:2]1[N:20]=[C:5]2[C:6]([C:11]3[CH:18]=[CH:17][C:16]([Cl:19])=[CH:15][C:12]=3[CH:13]=[O:14])=[CH:7][C:8]([CH3:10])=[CH:9][N:4]2[N:3]=1.Br[C:22]1[CH:27]=[CH:26][C:25]([N:28]2[CH:32]=[C:31]([CH3:33])[N:30]=[CH:29]2)=[C:24]([O:34][CH3:35])[CH:23]=1.C(Cl)Cl, predict the reaction product.